From a dataset of Forward reaction prediction with 1.9M reactions from USPTO patents (1976-2016). Predict the product of the given reaction. Given the reactants O=[C:2]1C2C=NN(C3CCCCO3)C=2C2C=CC(C3C(NC(=O)C)=NC=CC=3)=CC=2[N:3]1CC(F)(F)F.[O:36]=[C:37]1[C:46]2[CH2:47][N:48](C3CCCCO3)[NH:49][C:45]=2[C:44]2[CH:43]=[CH:42][C:41]([C:56]3[C:57]([NH:62][C:63](=[O:65])[CH3:64])=NC=[CH:60][CH:61]=3)=[CH:40][C:39]=2[N:38]1[CH2:66][C:67]([F:70])([F:69])[F:68].[ClH:71], predict the reaction product. The product is: [ClH:71].[O:36]=[C:37]1[C:46]2[CH:47]=[N:48][NH:49][C:45]=2[C:44]2[CH:43]=[CH:42][C:41]([C:56]3[CH:61]=[CH:60][N:3]=[CH:2][C:57]=3[NH:62][C:63](=[O:65])[CH3:64])=[CH:40][C:39]=2[N:38]1[CH2:66][C:67]([F:68])([F:69])[F:70].